Dataset: Forward reaction prediction with 1.9M reactions from USPTO patents (1976-2016). Task: Predict the product of the given reaction. (1) Given the reactants [O:1]1[CH2:5][CH2:4][O:3][CH:2]1[C:6]1[CH:14]=[CH:13][C:9]([C:10](O)=O)=[C:8]([F:15])[CH:7]=1.C(N1C=CN=C1)(N1C=CN=C1)=O.Cl.Cl.[NH2:30][C:31]1[C:39]([NH2:40])=[CH:38][CH:37]=[CH:36][C:32]=1[C:33]([NH2:35])=[O:34], predict the reaction product. The product is: [O:1]1[CH2:5][CH2:4][O:3][CH:2]1[C:6]1[CH:14]=[CH:13][C:9]([C:10]2[NH:40][C:39]3[CH:38]=[CH:37][CH:36]=[C:32]([C:33]([NH2:35])=[O:34])[C:31]=3[N:30]=2)=[C:8]([F:15])[CH:7]=1. (2) Given the reactants [F:1][C:2]1[CH:3]=[C:4]([C:9]([N:11]2[CH2:15][CH2:14][CH2:13][C@H:12]2[CH2:16][N:17]2[CH2:21][CH2:20][CH2:19][CH2:18]2)=[O:10])[CH:5]=[CH:6][C:7]=1[OH:8].Cl[CH2:23][C:24]1[CH:34]=[CH:33][C:27]([C:28]([N:30]([CH3:32])[CH3:31])=[O:29])=[CH:26][CH:25]=1, predict the reaction product. The product is: [F:1][C:2]1[CH:3]=[C:4]([C:9]([N:11]2[CH2:15][CH2:14][CH2:13][C@H:12]2[CH2:16][N:17]2[CH2:21][CH2:20][CH2:19][CH2:18]2)=[O:10])[CH:5]=[CH:6][C:7]=1[O:8][CH2:23][C:24]1[CH:34]=[CH:33][C:27]([C:28]([N:30]([CH3:31])[CH3:32])=[O:29])=[CH:26][CH:25]=1.